Task: Predict the product of the given reaction.. Dataset: Forward reaction prediction with 1.9M reactions from USPTO patents (1976-2016) (1) Given the reactants [Cl:1][C:2]1[CH:3]=[C:4]([CH:33]=[CH:34][CH:35]=1)[CH2:5][N:6]1[C:14]2[C:9](=[CH:10][C:11]([CH2:15][O:16][CH2:17][CH2:18]Cl)=[CH:12][CH:13]=2)[C:8]([S:20]([C:23]2[C:32]3[C:27](=[CH:28][CH:29]=[CH:30][CH:31]=3)[CH:26]=[CH:25][CH:24]=2)(=[O:22])=[O:21])=[N:7]1.[CH3:36][NH:37][CH3:38], predict the reaction product. The product is: [Cl:1][C:2]1[CH:3]=[C:4]([CH:33]=[CH:34][CH:35]=1)[CH2:5][N:6]1[C:14]2[C:9](=[CH:10][C:11]([CH2:15][O:16][CH2:17][CH2:18][N:37]([CH3:38])[CH3:36])=[CH:12][CH:13]=2)[C:8]([S:20]([C:23]2[C:32]3[C:27](=[CH:28][CH:29]=[CH:30][CH:31]=3)[CH:26]=[CH:25][CH:24]=2)(=[O:21])=[O:22])=[N:7]1. (2) Given the reactants [SH:1][C:2]1[CH:9]=[CH:8][CH:7]=[CH:6][C:3]=1[CH2:4][OH:5].[CH2:10]([C:12]([CH2:19]OS(C)(=O)=O)([CH2:15][CH2:16][CH2:17][CH3:18])[CH:13]=[O:14])[CH3:11].SC(O)C1C=CC=CC=1.Cl, predict the reaction product. The product is: [CH2:10]([C:12]([CH2:19][S:1][C:2]1[CH:9]=[CH:8][CH:7]=[CH:6][C:3]=1[CH2:4][OH:5])([CH:15]=[CH:16][CH2:17][CH3:18])[CH:13]=[O:14])[CH3:11]. (3) The product is: [NH2:38][CH:19]1[C@@H:18]2[N:23]([CH2:24][C@H:16]([O:15][C@@H:13]([C:5]3[CH:4]=[C:3]([C:2]([F:1])([F:35])[F:34])[CH:8]=[C:7]([C:9]([F:10])([F:12])[F:11])[CH:6]=3)[CH3:14])[C@H:17]2[C:27]2[CH:32]=[CH:31][C:30]([F:33])=[CH:29][CH:28]=2)[C:22](=[O:25])[CH2:21][CH2:20]1. Given the reactants [F:1][C:2]([F:35])([F:34])[C:3]1[CH:4]=[C:5]([C@H:13]([O:15][C@H:16]2[CH2:24][N:23]3[C@@H:18]([CH:19](O)[CH2:20][CH2:21][C:22]3=[O:25])[C@@H:17]2[C:27]2[CH:32]=[CH:31][C:30]([F:33])=[CH:29][CH:28]=2)[CH3:14])[CH:6]=[C:7]([C:9]([F:12])([F:11])[F:10])[CH:8]=1.CC[N:38](CC)CC.CS(Cl)(=O)=O.[N-]=[N+]=[N-].[Na+], predict the reaction product. (4) Given the reactants [OH:1][NH2:2].C([O:5][C:6](=O)[CH2:7][CH2:8][CH2:9][CH2:10][CH2:11][CH2:12][N:13]([C:20]1[CH:25]=[CH:24][C:23]([CH3:26])=[CH:22][N:21]=1)[C:14]1[CH:19]=[CH:18][CH:17]=[CH:16][N:15]=1)C, predict the reaction product. The product is: [OH:1][NH:2][C:6](=[O:5])[CH2:7][CH2:8][CH2:9][CH2:10][CH2:11][CH2:12][N:13]([C:20]1[CH:25]=[CH:24][C:23]([CH3:26])=[CH:22][N:21]=1)[C:14]1[CH:19]=[CH:18][CH:17]=[CH:16][N:15]=1. (5) Given the reactants C(OC([NH:8][C@H:9]([C:15]([N:17]([CH3:30])[C@@H:18]([CH:27]([CH3:29])[CH3:28])/[CH:19]=[C:20](\[CH3:26])/[C:21]([O:23][CH2:24][CH3:25])=[O:22])=[O:16])[C:10]([CH3:14])([CH2:12][CH3:13])[CH3:11])=O)(C)(C)C.Cl.O1CCOCC1, predict the reaction product. The product is: [CH3:26]/[C:20](=[CH:19]\[C@@H:18]([N:17]([CH3:30])[C:15](=[O:16])[C@H:9]([C:10]([CH3:14])([CH2:12][CH3:13])[CH3:11])[NH2:8])[CH:27]([CH3:28])[CH3:29])/[C:21]([O:23][CH2:24][CH3:25])=[O:22]. (6) Given the reactants [CH:1]1([OH:7])[CH2:6][CH2:5][CH2:4][CH2:3][CH2:2]1.[H-].[Na+].Cl[C:11]1[CH:12]=[C:13]([N:20]([CH2:28][CH:29]2[CH2:34][CH2:33][O:32][CH2:31][CH2:30]2)[C:21](=[O:27])[O:22][C:23]([CH3:26])([CH3:25])[CH3:24])[C:14]2[N:15]([CH:17]=[CH:18][N:19]=2)[N:16]=1.C(O)(=O)CC(CC(O)=O)(C(O)=O)O, predict the reaction product. The product is: [CH:1]1([O:7][C:11]2[CH:12]=[C:13]([N:20]([CH2:28][CH:29]3[CH2:34][CH2:33][O:32][CH2:31][CH2:30]3)[C:21](=[O:27])[O:22][C:23]([CH3:25])([CH3:26])[CH3:24])[C:14]3[N:15]([CH:17]=[CH:18][N:19]=3)[N:16]=2)[CH2:6][CH2:5][CH2:4][CH2:3][CH2:2]1. (7) Given the reactants Cl[C:2]1[C:7]([C:8]#[N:9])=[C:6]([C:10]2[CH:15]=[CH:14][C:13]([O:16][CH2:17][CH2:18][OH:19])=[CH:12][CH:11]=2)[C:5]([C:20]#[N:21])=[C:4]([S:22][CH2:23][C:24]2[N:25]=[C:26]([C:29]3[CH:34]=[CH:33][C:32]([Cl:35])=[CH:31][CH:30]=3)[S:27][CH:28]=2)[N:3]=1.Cl.[F:37][CH2:38][CH2:39][NH2:40].C(N(CC)C(C)C)(C)C, predict the reaction product. The product is: [Cl:35][C:32]1[CH:33]=[CH:34][C:29]([C:26]2[S:27][CH:28]=[C:24]([CH2:23][S:22][C:4]3[C:5]([C:20]#[N:21])=[C:6]([C:10]4[CH:11]=[CH:12][C:13]([O:16][CH2:17][CH2:18][OH:19])=[CH:14][CH:15]=4)[C:7]([C:8]#[N:9])=[C:2]([NH:40][CH2:39][CH2:38][F:37])[N:3]=3)[N:25]=2)=[CH:30][CH:31]=1.